Predict the reactants needed to synthesize the given product. From a dataset of Full USPTO retrosynthesis dataset with 1.9M reactions from patents (1976-2016). (1) Given the product [CH2:14]([NH:17][C:2]1[CH:9]=[CH:8][C:5]([C:6]#[N:7])=[C:4]([C:10]([F:13])([F:12])[F:11])[CH:3]=1)[CH:15]=[CH2:16], predict the reactants needed to synthesize it. The reactants are: F[C:2]1[CH:9]=[CH:8][C:5]([C:6]#[N:7])=[C:4]([C:10]([F:13])([F:12])[F:11])[CH:3]=1.[CH2:14]([NH2:17])[CH:15]=[CH2:16]. (2) Given the product [N+:8]([C:5]1[CH:6]=[CH:7][C:2]([NH:18][CH:17]([CH3:19])[C:16]([O:15][C:11]([CH3:14])([CH3:13])[CH3:12])=[O:20])=[CH:3][CH:4]=1)([O-:10])=[O:9], predict the reactants needed to synthesize it. The reactants are: F[C:2]1[CH:7]=[CH:6][C:5]([N+:8]([O-:10])=[O:9])=[CH:4][CH:3]=1.[C:11]([O:15][C:16](=[O:20])[C@H:17]([CH3:19])[NH2:18])([CH3:14])([CH3:13])[CH3:12].CCN(CC)CC.CN1CCCC1=O. (3) Given the product [CH3:1][O:2][CH2:3][CH2:4][O:5][C:6]1[C:7]([CH3:20])=[C:8]([CH:13]=[CH:14][C:15]=1[S:16]([CH3:19])(=[O:17])=[O:18])[C:9]([OH:11])=[O:10], predict the reactants needed to synthesize it. The reactants are: [CH3:1][O:2][CH2:3][CH2:4][O:5][C:6]1[C:7]([CH3:20])=[C:8]([CH:13]=[CH:14][C:15]=1[S:16]([CH3:19])(=[O:18])=[O:17])[C:9]([O:11]C)=[O:10].[OH-].[Na+].[Cl-].[Na+].C(=O)([O-])[O-].[K+].[K+]. (4) Given the product [CH3:31][N:20]([C@H:16]1[CH2:17][CH2:18][CH2:19][N:14]([C:5]2[CH:6]=[CH:7][C:8]([C:10]([F:11])([F:12])[F:13])=[CH:9][C:4]=2[N+:1]([O-:3])=[O:2])[CH2:15]1)[C:21](=[O:27])[O:22][C:23]([CH3:24])([CH3:26])[CH3:25], predict the reactants needed to synthesize it. The reactants are: [N+:1]([C:4]1[CH:9]=[C:8]([C:10]([F:13])([F:12])[F:11])[CH:7]=[CH:6][C:5]=1[N:14]1[CH2:19][CH2:18][CH2:17][C@H:16]([NH:20][C:21](=[O:27])[O:22][C:23]([CH3:26])([CH3:25])[CH3:24])[CH2:15]1)([O-:3])=[O:2].[H-].[Na+].I[CH3:31].O. (5) Given the product [CH:9]([C:2]1[CH:3]=[C:4]([CH:7]=[O:8])[O:5][CH:6]=1)=[CH2:10], predict the reactants needed to synthesize it. The reactants are: Br[C:2]1[CH:3]=[C:4]([CH:7]=[O:8])[O:5][CH:6]=1.[CH2:9](OB(C=C)OCCCC)[CH2:10]CC.ClC1C=CC(CC2C=C(C=O)SC=2)=CC=1. (6) Given the product [C:1]([O:5][C:6]([NH:8][C@@H:9]([CH2:13][CH2:14][CH2:15][C:16]([CH3:21])([N+:18]([O-:20])=[O:19])[CH3:17])[C:10]([O:12][CH3:22])=[O:11])=[O:7])([CH3:4])([CH3:2])[CH3:3], predict the reactants needed to synthesize it. The reactants are: [C:1]([O:5][C:6]([NH:8][C@@H:9]([CH2:13][CH2:14][CH2:15][C:16]([CH3:21])([N+:18]([O-:20])=[O:19])[CH3:17])[C:10]([OH:12])=[O:11])=[O:7])([CH3:4])([CH3:3])[CH3:2].[CH3:22]OC(OC)N(C)C.